This data is from Forward reaction prediction with 1.9M reactions from USPTO patents (1976-2016). The task is: Predict the product of the given reaction. (1) Given the reactants [F:1][C:2]([F:12])([F:11])[C:3]1[N:8]=[C:7]([CH:9]=O)[CH:6]=[CH:5][CH:4]=1.Cl.Cl.[NH2:15][C:16]1[CH:17]=[CH:18][C:19]([N:23]2[CH2:28][CH2:27][CH2:26][C@@H:25]([C:29]([N:31]3[CH2:35][CH2:34][CH2:33][CH2:32]3)=[O:30])[CH2:24]2)=[N:20][C:21]=1[NH2:22].S(S([O-])=O)([O-])=O.[Na+].[Na+].C(O)C, predict the reaction product. The product is: [N:31]1([C:29]([C@@H:25]2[CH2:26][CH2:27][CH2:28][N:23]([C:19]3[N:20]=[C:21]4[NH:22][C:9]([C:7]5[CH:6]=[CH:5][CH:4]=[C:3]([C:2]([F:12])([F:11])[F:1])[N:8]=5)=[N:15][C:16]4=[CH:17][CH:18]=3)[CH2:24]2)=[O:30])[CH2:35][CH2:34][CH2:33][CH2:32]1. (2) Given the reactants [CH3:1][S:2]([CH2:5][CH2:6][CH2:7][O:8][C:9]1[C:10]([CH3:25])=[C:11]2[N:16]([CH:17]=1)[N:15]=[CH:14][N:13]=[C:12]2[O:18]C1C=CC=CC=1)(=[O:4])=[O:3].Cl, predict the reaction product. The product is: [CH3:1][S:2]([CH2:5][CH2:6][CH2:7][O:8][C:9]1[C:10]([CH3:25])=[C:11]2[N:16]([CH:17]=1)[N:15]=[CH:14][N:13]=[C:12]2[OH:18])(=[O:4])=[O:3].